This data is from Peptide-MHC class II binding affinity with 134,281 pairs from IEDB. The task is: Regression. Given a peptide amino acid sequence and an MHC pseudo amino acid sequence, predict their binding affinity value. This is MHC class II binding data. (1) The peptide sequence is PLVWHLERAETAATA. The MHC is DRB1_0802 with pseudo-sequence DRB1_0802. The binding affinity (normalized) is 0.567. (2) The peptide sequence is TAGVFAAPTLMSFLR. The MHC is DRB1_1101 with pseudo-sequence DRB1_1101. The binding affinity (normalized) is 0.510. (3) The peptide sequence is LGTCQTLTPMMSSKF. The MHC is DRB1_1001 with pseudo-sequence DRB1_1001. The binding affinity (normalized) is 0.762. (4) The peptide sequence is IAPAVQTNWQKLETFWAKHM. The MHC is HLA-DQA10401-DQB10402 with pseudo-sequence HLA-DQA10401-DQB10402. The binding affinity (normalized) is 0.326. (5) The binding affinity (normalized) is 0.286. The peptide sequence is NHFFNHHKVMLLGHD. The MHC is DRB1_0404 with pseudo-sequence DRB1_0404. (6) The peptide sequence is AASLLDEDMDALEEA. The MHC is HLA-DQA10501-DQB10201 with pseudo-sequence HLA-DQA10501-DQB10201. The binding affinity (normalized) is 0.504. (7) The peptide sequence is FVHLGHRDNIEDDLL. The MHC is DRB1_1101 with pseudo-sequence DRB1_1101. The binding affinity (normalized) is 0.408.